From a dataset of Full USPTO retrosynthesis dataset with 1.9M reactions from patents (1976-2016). Predict the reactants needed to synthesize the given product. (1) Given the product [CH3:1][C:2]1[CH:3]=[CH:4][C:5]([S:8]([O:11][CH2:12][CH:13]2[O:17][C:16](=[O:18])[N:15]([CH2:19][CH:20]3[CH2:25][CH2:24][CH2:23][CH2:22][CH2:21]3)[CH2:14]2)(=[O:10])=[O:9])=[CH:6][CH:7]=1, predict the reactants needed to synthesize it. The reactants are: [CH3:1][C:2]1[CH:7]=[CH:6][C:5]([S:8]([O:11][CH2:12][CH:13]2[O:17][C:16](=[O:18])[N:15]([CH2:19][C:20]3[CH:25]=[CH:24][C:23](F)=[CH:22][CH:21]=3)[CH2:14]2)(=[O:10])=[O:9])=[CH:4][CH:3]=1.C1(N2CC(CO)OC2=O)CCCCC1.FC1C=CC(CN2CC(CO)OC2=O)=CC=1. (2) Given the product [F:54][C:44]1[C:45]2[CH2:46][CH2:47][CH2:48][CH2:49][C:69]=2[N:71]2[CH2:52][CH2:53][N:41]([C:37]3[N:36]=[CH:35][CH:34]=[C:33]([C:6]4[CH:5]=[C:4]([NH:17][C:18]5[CH:30]=[C:21]6[CH2:22][N:23]([CH:26]7[CH2:29][O:28][CH2:27]7)[CH2:24][CH2:25][N:20]6[N:19]=5)[C:3](=[O:31])[N:2]([CH3:1])[CH:7]=4)[C:38]=3[CH:39]=[O:40])[C:42](=[O:55])[C:43]=12, predict the reactants needed to synthesize it. The reactants are: [CH3:1][N:2]1[CH:7]=[C:6](B2OC(C)(C)C(C)(C)O2)[CH:5]=[C:4]([NH:17][C:18]2[CH:30]=[C:21]3[CH2:22][N:23]([CH:26]4[CH2:29][O:28][CH2:27]4)[CH2:24][CH2:25][N:20]3[N:19]=2)[C:3]1=[O:31].Cl[C:33]1[C:38]([CH:39]=[O:40])=[C:37]([N:41]2[CH2:53][CH2:52]C3N4[C:45]([CH2:46][CH2:47][CH2:48][CH2:49]4)=[C:44]([F:54])[C:43]=3[C:42]2=[O:55])[N:36]=[CH:35][CH:34]=1.[O-]P([O-])([O-])=O.[K+].[K+].[K+].C([O-])(=O)C.[Na+].[C:69](#[N:71])C. (3) The reactants are: [C@H:1]([NH:5][C:6]1[C:7]([C:20]2[CH:25]=[CH:24][CH:23]=[CH:22][CH:21]=2)=[N:8][C:9]2[C:14]([N:15]=1)=[CH:13][C:12]([C:16]([O:18]C)=[O:17])=[CH:11][CH:10]=2)([CH2:3][CH3:4])[CH3:2].[H-].[Na+].[CH3:28]I. Given the product [C@H:1]([N:5]([CH3:28])[C:6]1[C:7]([C:20]2[CH:25]=[CH:24][CH:23]=[CH:22][CH:21]=2)=[N:8][C:9]2[C:14]([N:15]=1)=[CH:13][C:12]([C:16]([OH:18])=[O:17])=[CH:11][CH:10]=2)([CH2:3][CH3:4])[CH3:2], predict the reactants needed to synthesize it. (4) Given the product [Cl:1][C:2]1[CH:18]=[CH:17][C:5]2[CH2:6][CH2:7][NH:8][CH2:9][CH2:10][C:4]=2[C:3]=1[NH:19][CH2:20][C:21]1[CH:22]=[N:23][C:24]([S:27]([CH2:30][C:31]([CH3:34])([CH3:33])[CH3:32])(=[O:29])=[O:28])=[CH:25][CH:26]=1, predict the reactants needed to synthesize it. The reactants are: [Cl:1][C:2]1[CH:18]=[CH:17][C:5]2[CH2:6][CH2:7][N:8](C(=O)C(F)(F)F)[CH2:9][CH2:10][C:4]=2[C:3]=1[NH:19][CH2:20][C:21]1[CH:22]=[N:23][C:24]([S:27]([CH2:30][C:31]([CH3:34])([CH3:33])[CH3:32])(=[O:29])=[O:28])=[CH:25][CH:26]=1.O.[OH-].[Li+].